From a dataset of Forward reaction prediction with 1.9M reactions from USPTO patents (1976-2016). Predict the product of the given reaction. (1) The product is: [ClH:1].[ClH:1].[CH3:28][C:29]([N:32]1[CH:36]=[C:35]([C:2]2[N:3]=[C:4]([NH:12][CH2:13][C@:14]3([F:27])[CH2:19][CH2:18][CH2:17][NH:16][CH2:15]3)[C:5]3[CH:6]=[CH:7][CH:8]=[N:9][C:10]=3[CH:11]=2)[CH:34]=[N:33]1)([CH3:31])[CH3:30]. Given the reactants [Cl:1][C:2]1[CH:11]=[C:10]2[C:5]([CH:6]=[CH:7][CH:8]=[N:9]2)=[C:4]([NH:12][CH2:13][C@:14]2([F:27])[CH2:19][CH2:18][CH2:17][N:16](C(OC(C)(C)C)=O)[CH2:15]2)[N:3]=1.[CH3:28][C:29]([N:32]1[CH:36]=[C:35](B2OC(C)(C)C(C)(C)O2)[CH:34]=[N:33]1)([CH3:31])[CH3:30].C(=O)(O)[O-].[Na+], predict the reaction product. (2) Given the reactants C12CC(CC1)C=C2B(O)O.[CH3:11][C:12]1([CH3:33])[CH2:17][CH2:16][C:15]([C:18]2[N:23]=[C:22]([CH2:24][NH:25][C@H:26]([CH:29]([CH3:31])[CH3:30])[CH2:27][OH:28])[C:21]([F:32])=[CH:20][CH:19]=2)=[CH:14][CH2:13]1, predict the reaction product. The product is: [CH3:33][C:12]1([CH3:11])[CH2:17][CH2:16][C:15]([C:18]2[N:23]=[C:22]([CH2:24][NH:25][C@H:26]([CH:29]([CH3:30])[CH3:31])[CH2:27][OH:28])[C:21]([F:32])=[CH:20][CH:19]=2)=[CH:14][CH2:13]1.[CH3:33][C:12]1([CH3:11])[CH2:13][CH2:14][CH:15]([C:18]2[N:23]=[C:22]([CH2:24][NH:25][C@H:26]([CH:29]([CH3:30])[CH3:31])[CH2:27][OH:28])[C:21]([F:32])=[CH:20][CH:19]=2)[CH2:16][CH2:17]1. (3) Given the reactants [NH:1]1[C:5]2=[N:6][CH:7]=[CH:8][CH:9]=[C:4]2[CH:3]=[C:2]1[C:10]([O:12][CH2:13][CH3:14])=[O:11].I[C:16]1[CH:17]=[N:18][CH:19]=[CH:20][CH:21]=1, predict the reaction product. The product is: [N:18]1[CH:19]=[CH:20][CH:21]=[C:16]([N:1]2[C:5]3=[N:6][CH:7]=[CH:8][CH:9]=[C:4]3[CH:3]=[C:2]2[C:10]([O:12][CH2:13][CH3:14])=[O:11])[CH:17]=1. (4) Given the reactants [CH2:1]([O:8][C:9]1[C:14]([CH2:15][CH2:16][I:17])=[CH:13][C:12]([F:18])=[CH:11][C:10]=1[F:19])[C:2]1[CH:7]=[CH:6][CH:5]=[CH:4][CH:3]=1.[CH:20]1[CH:25]=[CH:24][C:23]([P:26]([C:33]2[CH:38]=[CH:37][CH:36]=[CH:35][CH:34]=2)[C:27]2[CH:32]=[CH:31][CH:30]=[CH:29][CH:28]=2)=[CH:22][CH:21]=1, predict the reaction product. The product is: [I-:17].[CH2:1]([O:8][C:9]1[C:10]([F:19])=[CH:11][C:12]([F:18])=[CH:13][C:14]=1[CH2:15][CH2:16][P+:26]([C:27]1[CH:28]=[CH:29][CH:30]=[CH:31][CH:32]=1)([C:33]1[CH:38]=[CH:37][CH:36]=[CH:35][CH:34]=1)[C:23]1[CH:22]=[CH:21][CH:20]=[CH:25][CH:24]=1)[C:2]1[CH:7]=[CH:6][CH:5]=[CH:4][CH:3]=1. (5) Given the reactants [Cl:1][C:2]1[N:6]2[CH2:7][CH2:8][NH:9][CH2:10][C:5]2=[C:4]([C:11]([NH2:13])=[O:12])[C:3]=1[C:14]1[CH:19]=[CH:18][CH:17]=[C:16]([F:20])[CH:15]=1.[F:21][C:22]([F:40])([F:39])[C:23]([NH:26][C:27](=O)[O:28]C1C=CC([N+]([O-])=O)=CC=1)([CH3:25])[CH3:24].C(=O)([O-])[O-].[Na+].[Na+].[OH-].[Na+], predict the reaction product. The product is: [Cl:1][C:2]1[N:6]2[CH2:7][CH2:8][N:9]([C:27]([NH:26][C:23]([CH3:25])([CH3:24])[C:22]([F:40])([F:39])[F:21])=[O:28])[CH2:10][C:5]2=[C:4]([C:11]([NH2:13])=[O:12])[C:3]=1[C:14]1[CH:19]=[CH:18][CH:17]=[C:16]([F:20])[CH:15]=1. (6) The product is: [C:1]([NH:4][CH2:5][C:6]1[CH:11]=[CH:10][C:9]([C:12]([CH3:18])([CH3:17])[C:13]([OH:15])=[O:14])=[CH:8][CH:7]=1)(=[O:3])[CH3:2]. Given the reactants [C:1]([NH:4][CH2:5][C:6]1[CH:11]=[CH:10][C:9]([C:12]([CH3:18])([CH3:17])[C:13]([O:15]C)=[O:14])=[CH:8][CH:7]=1)(=[O:3])[CH3:2].[OH-].[Na+], predict the reaction product.